Dataset: Full USPTO retrosynthesis dataset with 1.9M reactions from patents (1976-2016). Task: Predict the reactants needed to synthesize the given product. (1) Given the product [CH2:16]([N:23]1[CH:27]=[C:26]([NH:28][C:2]2[CH:3]=[CH:4][C:5]([N:10]3[CH:14]=[C:13]([CH3:15])[N:12]=[CH:11]3)=[C:6]([CH:9]=2)[C:7]#[N:8])[CH:25]=[N:24]1)[C:17]1[CH:18]=[CH:19][CH:20]=[CH:21][CH:22]=1, predict the reactants needed to synthesize it. The reactants are: Br[C:2]1[CH:3]=[CH:4][C:5]([N:10]2[CH:14]=[C:13]([CH3:15])[N:12]=[CH:11]2)=[C:6]([CH:9]=1)[C:7]#[N:8].[CH2:16]([N:23]1[CH:27]=[C:26]([NH2:28])[CH:25]=[N:24]1)[C:17]1[CH:22]=[CH:21][CH:20]=[CH:19][CH:18]=1. (2) The reactants are: [Cl:1][C:2]1[C:3]([OH:13])=[CH:4][CH:5]=[C:6]2[C:11]=1[C:10](=[O:12])[NH:9][CH2:8][CH2:7]2.CS(O[CH:19]([CH3:24])[C:20]([F:23])([F:22])[F:21])(=O)=O.C([O-])([O-])=O.[K+].[K+].O. Given the product [Cl:1][C:2]1[C:3]([O:13][CH:19]([CH3:24])[C:20]([F:23])([F:22])[F:21])=[CH:4][CH:5]=[C:6]2[C:11]=1[C:10](=[O:12])[NH:9][CH2:8][CH2:7]2, predict the reactants needed to synthesize it. (3) Given the product [Cl:19][C:13]1[CH:14]=[C:15]([Cl:18])[CH:16]=[CH:17][C:12]=1[C:11]([C:8]1[N:7]([CH3:21])[C:6]([CH3:22])=[C:5]([C:3](=[O:4])[CH2:2][N:23]2[CH2:28][CH2:27][CH2:26][CH2:25][CH2:24]2)[C:9]=1[CH3:10])=[O:20], predict the reactants needed to synthesize it. The reactants are: Cl[CH2:2][C:3]([C:5]1[C:9]([CH3:10])=[C:8]([C:11](=[O:20])[C:12]2[CH:17]=[CH:16][C:15]([Cl:18])=[CH:14][C:13]=2[Cl:19])[N:7]([CH3:21])[C:6]=1[CH3:22])=[O:4].[NH:23]1[CH2:28][CH2:27][CH2:26][CH2:25][CH2:24]1. (4) Given the product [NH2:22][C:18]1[CH:17]=[C:16]([CH:21]=[CH:20][CH:19]=1)[O:15][C:12]1[CH:11]=[CH:10][C:9]([NH:8][C:6]([N:1]2[CH2:2][CH2:3][CH2:4][CH2:5]2)=[O:7])=[N:14][CH:13]=1, predict the reactants needed to synthesize it. The reactants are: [N:1]1([C:6]([NH:8][C:9]2[N:14]=[CH:13][C:12]([O:15][C:16]3[CH:17]=[C:18]([NH:22]C(=O)OC(C)(C)C)[CH:19]=[CH:20][CH:21]=3)=[CH:11][CH:10]=2)=[O:7])[CH2:5][CH2:4][CH2:3][CH2:2]1.C(O)(C(F)(F)F)=O. (5) Given the product [Cl:32][C:29]1[CH:28]=[CH:27][C:26]([CH:9]2[C:8]3[NH:4][C:5]([C:41]4[C:36]([O:35][CH3:34])=[N:37][CH:38]=[CH:39][CH:40]=4)=[N:6][C:7]=3[C:11](=[O:12])[N:10]2[C:13]2[CH:14]=[C:15]([CH3:25])[C:16]3[N:17]([C:19]([CH:22]([F:23])[F:24])=[N:20][N:21]=3)[CH:18]=2)=[CH:31][CH:30]=1, predict the reactants needed to synthesize it. The reactants are: C([N:4]1[C:8]2[CH:9]([C:26]3[CH:31]=[CH:30][C:29]([Cl:32])=[CH:28][CH:27]=3)[N:10]([C:13]3[CH:14]=[C:15]([CH3:25])[C:16]4[N:17]([C:19]([CH:22]([F:24])[F:23])=[N:20][N:21]=4)[CH:18]=3)[C:11](=[O:12])[C:7]=2[N:6]=[C:5]1Br)C=C.[CH3:34][O:35][C:36]1[C:41](B(O)O)=[CH:40][CH:39]=[CH:38][N:37]=1. (6) Given the product [F:1][C:2]1[C:37]([F:38])=[CH:36][CH:35]=[CH:34][C:3]=1[CH2:4][S:5][C:6]1[N:7]=[C:8]([NH:20][S:21]([N:24]2[CH2:31][CH2:30][CH:29]3[N:32]([CH3:33])[CH:26]([CH2:27][CH2:28]3)[CH2:25]2)(=[O:22])=[O:23])[CH:9]=[C:10]([O:12][C@H:13]([CH3:19])[CH2:14][OH:15])[N:11]=1, predict the reactants needed to synthesize it. The reactants are: [F:1][C:2]1[C:37]([F:38])=[CH:36][CH:35]=[CH:34][C:3]=1[CH2:4][S:5][C:6]1[N:11]=[C:10]([O:12][C@H:13]([CH3:19])[C:14](OCC)=[O:15])[CH:9]=[C:8]([NH:20][S:21]([N:24]2[CH2:31][CH2:30][CH:29]3[N:32]([CH3:33])[CH:26]([CH2:27][CH2:28]3)[CH2:25]2)(=[O:23])=[O:22])[N:7]=1.[Li+].[BH4-].[NH4+].[Cl-]. (7) Given the product [Cl:1][C:2]1[C:7]([C:8]([F:10])([F:9])[F:11])=[CH:6][CH:5]=[CH:4][C:3]=1[C:12]([N:14]1[CH2:19][CH2:18][C:17]2[N:20]([C:23]3[CH:28]=[C:27]([CH3:29])[CH:26]=[CH:25][N:24]=3)[N:21]=[N:22][C:16]=2[CH:15]1[CH3:30])=[O:13], predict the reactants needed to synthesize it. The reactants are: [Cl:1][C:2]1[C:7]([C:8]([F:11])([F:10])[F:9])=[CH:6][CH:5]=[CH:4][C:3]=1[C:12]([N:14]1[CH:19]=[CH:18][C:17]2[N:20]([C:23]3[CH:28]=[C:27]([CH3:29])[CH:26]=[CH:25][N:24]=3)[N:21]=[N:22][C:16]=2[CH:15]1[CH3:30])=[O:13].ClC1C(C(F)(F)F)=CC=CC=1C(N1C=CC2N(C3C(C)=CC(C)=CN=3)N=NC=2C1C)=O.C1COCC1.